From a dataset of Full USPTO retrosynthesis dataset with 1.9M reactions from patents (1976-2016). Predict the reactants needed to synthesize the given product. (1) Given the product [CH:35]1([NH:41][C:7]2[CH:8]=[C:9]([NH:28][CH2:29][CH:30]([CH3:32])[CH3:31])[C:10]3[N:11]([C:13]([C:16]4[CH:27]=[CH:26][C:19]([C:20]([NH:22][CH:23]5[CH2:25][CH2:24]5)=[O:21])=[CH:18][CH:17]=4)=[CH:14][N:15]=3)[N:12]=2)[CH2:40][CH2:39][CH2:38][CH2:37][CH2:36]1, predict the reactants needed to synthesize it. The reactants are: C1COCC1.Cl[C:7]1[CH:8]=[C:9]([NH:28][CH2:29][CH:30]([CH3:32])[CH3:31])[C:10]2[N:11]([C:13]([C:16]3[CH:27]=[CH:26][C:19]([C:20]([NH:22][CH:23]4[CH2:25][CH2:24]4)=[O:21])=[CH:18][CH:17]=3)=[CH:14][N:15]=2)[N:12]=1.[H-].[Na+].[CH:35]1([NH2:41])[CH2:40][CH2:39][CH2:38][CH2:37][CH2:36]1. (2) Given the product [C:6]([O:9][C@@H:10]1[CH2:29][CH2:28][C@@:27]2([CH3:30])[C@@H:12]([CH2:13][CH2:14][C@@H:15]3[C@@H:26]2[CH2:25][CH2:24][C@@:23]2([CH2:31][C:48]#[N:49])[C@H:16]3[CH2:17][CH2:18][C@@H:19]2[C:20](=[O:22])[CH3:21])[CH2:11]1)(=[O:8])[CH3:7].[C:32]([O:35][C@@H:36]1[CH2:57][CH2:56][C@@:55]2([CH3:58])[C@@H:38]([CH2:39][CH2:40][C@@H:41]3[C@@H:54]2[CH2:53][CH2:52][C@@:51]2([CH3:59])[C@H:42]3[CH2:43][CH2:44][C@@H:45]2[C:46](=[O:50])[CH3:47])[CH2:37]1)(=[O:34])[CH3:33], predict the reactants needed to synthesize it. The reactants are: C([O-])([O-])=O.[Ca+2].[C:6]([O:9][C@@H:10]1[CH2:29][CH2:28][C@@:27]2([CH3:30])[C@@H:12]([CH2:13][CH2:14][C@@H:15]3[C@@H:26]2[CH2:25][CH2:24][C@@:23]2([CH3:31])[C@H:16]3[CH2:17][CH2:18][C@@H:19]2[C:20](=[O:22])[CH3:21])[CH2:11]1)(=[O:8])[CH3:7].[C:32]([O:35][C@@H:36]1[CH2:57][CH2:56][C@@:55]2([CH3:58])[C@@H:38]([CH2:39][CH2:40][C@@H:41]3[C@@H:54]2[CH2:53][CH2:52][C@@:51]2([CH3:59])[C@H:42]3[CH2:43][CH2:44][C@@H:45]2[C:46]([OH:50])([C:48]#[N:49])[CH3:47])[CH2:37]1)(=[O:34])[CH3:33]. (3) Given the product [Cl:1][C:2]1[CH:7]=[C:6]([Cl:8])[CH:5]=[CH:4][C:3]=1[C:9]1[N:10]([C:23]2[CH:24]=[CH:25][C:26]([O:29][S:30]([CH2:33][CH2:34][C:35]([F:37])([F:38])[F:36])(=[O:31])=[O:32])=[CH:27][CH:28]=2)[C:11]([CH3:22])=[C:12]([C:14]([OH:16])=[O:15])[N:13]=1, predict the reactants needed to synthesize it. The reactants are: [Cl:1][C:2]1[CH:7]=[C:6]([Cl:8])[CH:5]=[CH:4][C:3]=1[C:9]1[N:10]([C:23]2[CH:28]=[CH:27][C:26]([O:29][S:30]([CH2:33][CH2:34][C:35]([F:38])([F:37])[F:36])(=[O:32])=[O:31])=[CH:25][CH:24]=2)[C:11]([CH3:22])=[C:12]([C:14]([O:16]CC(Cl)(Cl)Cl)=[O:15])[N:13]=1. (4) Given the product [Cl:8][C:7]1[C:2]([Cl:1])=[CH:3][C:4]([O:9][CH2:17][CH2:18][CH2:19][CH2:20][CH3:21])=[CH:5][N:6]=1, predict the reactants needed to synthesize it. The reactants are: [Cl:1][C:2]1[CH:3]=[C:4]([OH:9])[CH:5]=[N:6][C:7]=1[Cl:8].C([O-])([O-])=O.[K+].[K+].I[CH2:17][CH2:18][CH2:19][CH2:20][CH3:21].CN(C=O)C. (5) Given the product [CH3:29][C:27]1[CH:26]=[CH:25][N:24]=[C:23]([N:9]2[CH2:10][CH2:11][C:6]3([NH:1][C:2](=[O:12])[CH2:3][CH2:4][CH2:5]3)[CH2:7][CH2:8]2)[N:28]=1, predict the reactants needed to synthesize it. The reactants are: [NH:1]1[C:6]2([CH2:11][CH2:10][NH:9][CH2:8][CH2:7]2)[CH2:5][CH2:4][CH2:3][C:2]1=[O:12].C(N(C(C)C)CC)(C)C.Cl[C:23]1[N:28]=[C:27]([CH3:29])[CH:26]=[CH:25][N:24]=1. (6) Given the product [CH:28]([C:23]1[CH:24]=[CH:25][C:26]2[C:4](=[CH:3][CH:2]=[CH:10][CH:9]=2)[N:5]=1)=[CH2:29], predict the reactants needed to synthesize it. The reactants are: C1(=O)[NH:5][C:4](=O)[C:3]2=CC=[CH:9][CH:10]=[C:2]12.[CH2:23]([Sn]([CH2:23][CH2:24][CH2:25][CH3:26])([CH2:23][CH2:24][CH2:25][CH3:26])C=C)[CH2:24][CH2:25][CH3:26].O1CCO[CH2:29][CH2:28]1. (7) Given the product [CH3:1][C:2]1[CH:3]=[C:4]([CH2:29][O:30][CH2:47][O:46][CH2:45][CH2:44][Si:41]([CH3:43])([CH3:42])[CH3:40])[C:5]([CH2:21][OH:22])=[C:6]2[C:10]=1[N:9]([S:11]([C:14]1[CH:20]=[CH:19][C:17]([CH3:18])=[CH:16][CH:15]=1)(=[O:13])=[O:12])[CH:8]=[CH:7]2, predict the reactants needed to synthesize it. The reactants are: [CH3:1][C:2]1[CH:3]=[C:4]([CH2:29][OH:30])[C:5]([CH2:21][O:22]C2CCCCO2)=[C:6]2[C:10]=1[N:9]([S:11]([C:14]1[CH:20]=[CH:19][C:17]([CH3:18])=[CH:16][CH:15]=1)(=[O:13])=[O:12])[CH:8]=[CH:7]2.C(N(C(C)C)C(C)C)C.[CH3:40][Si:41]([CH2:44][CH2:45][O:46][CH2:47]Cl)([CH3:43])[CH3:42]. (8) Given the product [C:6]1([N:12]=[C:13]([O:23][CH2:24][CH3:29])[CH:14]=[CH:15][S:33][CH2:31][CH3:32])[CH:7]=[CH:8][CH:9]=[CH:10][CH:11]=1, predict the reactants needed to synthesize it. The reactants are: CN(C=O)C.[C:6]1([N:12]=[C:13]([O:23][C:24]2[CH:29]=CC=CC=2)[CH:14]=[CH:15]OC2C=CC=CC=2)[CH:11]=[CH:10][CH:9]=[CH:8][CH:7]=1.[Na].[CH2:31]([SH:33])[CH3:32]. (9) Given the product [Cl:1][C:2]1[CH:3]=[C:4]([C:9]2([C:23]([F:25])([F:24])[F:26])[O:13][N:12]=[C:11]([C:14]3[CH:15]=[C:16]([NH2:20])[CH:17]=[CH:18][CH:19]=3)[CH2:10]2)[CH:5]=[C:6]([Cl:8])[CH:7]=1, predict the reactants needed to synthesize it. The reactants are: [Cl:1][C:2]1[CH:3]=[C:4]([C:9]2([C:23]([F:26])([F:25])[F:24])[O:13][N:12]=[C:11]([C:14]3[CH:19]=[CH:18][CH:17]=[C:16]([N+:20]([O-])=O)[CH:15]=3)[CH2:10]2)[CH:5]=[C:6]([Cl:8])[CH:7]=1.[Sn](Cl)Cl.Cl. (10) The reactants are: [CH:1]([C:4]1[N:9]=[C:8]([C:10]2[CH:15]=[CH:14][C:13]([C:16]([F:19])([F:18])[F:17])=[CH:12][CH:11]=2)[C:7]([C:20]([OH:22])=O)=[CH:6][N:5]=1)([CH3:3])[CH3:2].[NH2:23][C:24]1[CH:29]=[CH:28][C:27]([N:30]([CH2:38][CH2:39][C:40]2[CH:45]=[CH:44][CH:43]=[CH:42][N:41]=2)C(=O)OC(C)(C)C)=[CH:26][CH:25]=1.O.ON1C2C=CC=CC=2N=N1.Cl.CN(C)CCCN=C=NCC. Given the product [CH:1]([C:4]1[N:9]=[C:8]([C:10]2[CH:11]=[CH:12][C:13]([C:16]([F:18])([F:17])[F:19])=[CH:14][CH:15]=2)[C:7]([C:20]([NH:23][C:24]2[CH:25]=[CH:26][C:27]([NH:30][CH2:38][CH2:39][C:40]3[CH:45]=[CH:44][CH:43]=[CH:42][N:41]=3)=[CH:28][CH:29]=2)=[O:22])=[CH:6][N:5]=1)([CH3:3])[CH3:2], predict the reactants needed to synthesize it.